From a dataset of Catalyst prediction with 721,799 reactions and 888 catalyst types from USPTO. Predict which catalyst facilitates the given reaction. (1) Reactant: [CH:1]1(B(O)O)[CH2:3][CH2:2]1.Br[C:8]1[N:13]=[CH:12][C:11]([C:14]2([C:22]#[N:23])[CH2:19][CH2:18][C:17]([F:21])([F:20])[CH2:16][CH2:15]2)=[CH:10][CH:9]=1.[O-]P([O-])([O-])=O.[K+].[K+].[K+].C1(P(C2CCCCC2)C2CCCCC2)CCCCC1.[Cl-].[NH4+]. Product: [CH:1]1([C:8]2[N:13]=[CH:12][C:11]([C:14]3([C:22]#[N:23])[CH2:15][CH2:16][C:17]([F:20])([F:21])[CH2:18][CH2:19]3)=[CH:10][CH:9]=2)[CH2:3][CH2:2]1. The catalyst class is: 498. (2) Reactant: [F:1][C:2]([C:5]1[N:9]([CH2:10][CH:11]2[CH2:16][CH2:15][O:14][CH2:13][CH2:12]2)[C:8]2[CH:17]=[CH:18][C:19]([N:21](C)[C:22](=O)C)=[CH:20][C:7]=2[N:6]=1)([F:4])[CH3:3].[OH-].[Na+]. Product: [F:4][C:2]([C:5]1[N:9]([CH2:10][CH:11]2[CH2:12][CH2:13][O:14][CH2:15][CH2:16]2)[C:8]2[CH:17]=[CH:18][C:19]([NH:21][CH3:22])=[CH:20][C:7]=2[N:6]=1)([F:1])[CH3:3]. The catalyst class is: 33. (3) Reactant: C(OC([N:8]1[CH2:13][CH2:12][N:11]([C:14]2[S:15][C:16]([CH2:19][C:20]([F:23])([F:22])[F:21])=[CH:17][N:18]=2)[CH2:10][CH2:9]1)=O)(C)(C)C.[ClH:24]. Product: [ClH:24].[F:22][C:20]([F:21])([F:23])[CH2:19][C:16]1[S:15][C:14]([N:11]2[CH2:12][CH2:13][NH:8][CH2:9][CH2:10]2)=[N:18][CH:17]=1. The catalyst class is: 440. (4) Reactant: C([O:3][C:4](=O)[NH:5][CH2:6][CH2:7][C:8]1[CH:13]=[CH:12][C:11]([O:14][CH3:15])=[CH:10][CH:9]=1)C.C(OC(=O)C)C. Product: [CH3:15][O:14][C:11]1[CH:12]=[C:13]2[C:8]([CH2:7][CH2:6][NH:5][C:4]2=[O:3])=[CH:9][CH:10]=1. The catalyst class is: 81. (5) Reactant: Br[C:2]1[C:3]([CH3:11])=[N:4][N:5]([CH3:10])[C:6]=1[C:7]([OH:9])=O.[NH4+].[Cl-].C[N:15](C(ON1N=NC2C=CC=CC1=2)=[N+](C)C)C.[B-](F)(F)(F)F.CCN(C(C)C)C(C)C.CN(C=O)C.[Cl:50][C:51]1[C:56]([F:57])=[CH:55][CH:54]=[C:53]([O:58][CH3:59])[C:52]=1[C@H:60]([C:62]1[C:70]2[C:65](=[N:66][CH:67]=[C:68](B3OC(C)(C)C(C)(C)O3)[CH:69]=2)[NH:64][CH:63]=1)[CH3:61].C([O-])([O-])=O.[K+].[K+].O. Product: [Cl:50][C:51]1[C:56]([F:57])=[CH:55][CH:54]=[C:53]([O:58][CH3:59])[C:52]=1[C@H:60]([C:62]1[C:70]2[C:65](=[N:66][CH:67]=[C:68]([C:2]3[C:3]([CH3:11])=[N:4][N:5]([CH3:10])[C:6]=3[C:7]([NH2:15])=[O:9])[CH:69]=2)[NH:64][CH:63]=1)[CH3:61]. The catalyst class is: 12. (6) The catalyst class is: 6. Reactant: Cl.C[O:3][C:4]1[CH:12]=[C:11]2[C:7]([CH2:8][CH2:9][CH:10]2[C:13]2[N:14]=[CH:15][NH:16][CH:17]=2)=[C:6]([CH3:18])[C:5]=1[CH3:19].Br.[OH-].[NH4+]. Product: [NH:16]1[CH:17]=[C:13]([CH:10]2[C:11]3[C:7](=[C:6]([CH3:18])[C:5]([CH3:19])=[C:4]([OH:3])[CH:12]=3)[CH2:8][CH2:9]2)[N:14]=[CH:15]1. (7) Reactant: C(N([CH2:6][CH3:7])CC)C.[C:8](Cl)(=[O:13])[CH:9]=[CH:10][CH2:11][CH3:12]. Product: [CH2:8]([OH:13])[CH2:9][CH2:10][CH2:11][CH2:12][CH2:8][CH2:9][CH2:10][CH2:11][CH2:12][CH2:6][CH3:7]. The catalyst class is: 1. (8) Reactant: [NH2:1][C:2]1[CH:6]=[CH:5][N:4]([CH3:7])[N:3]=1.C[Al](C)C.CCCCCC.C([O:20][C:21]([C:23]1[C:28]([Br:29])=[CH:27][CH:26]=[C:25]([CH3:30])[N:24]=1)=O)C. Product: [CH3:7][N:4]1[CH:5]=[CH:6][C:2]([NH:1][C:21]([C:23]2[C:28]([Br:29])=[CH:27][CH:26]=[C:25]([CH3:30])[N:24]=2)=[O:20])=[N:3]1. The catalyst class is: 12. (9) Reactant: [Br:1][C:2]1[CH:3]=[C:4]([CH:9](O)[CH3:10])[CH:5]=[CH:6][C:7]=1[Cl:8].C([SiH](CC)CC)C. Product: [Br:1][C:2]1[CH:3]=[C:4]([CH2:9][CH3:10])[CH:5]=[CH:6][C:7]=1[Cl:8]. The catalyst class is: 67.